Dataset: Forward reaction prediction with 1.9M reactions from USPTO patents (1976-2016). Task: Predict the product of the given reaction. (1) The product is: [F:13][CH2:12][C:4]1[N:3]=[C:2]([N:22]([C:19]2[CH:20]=[CH:21][C:16]([O:15][CH3:14])=[CH:17][CH:18]=2)[CH3:23])[C:11]2[C:6](=[CH:7][CH:8]=[CH:9][CH:10]=2)[N:5]=1. Given the reactants Cl[C:2]1[C:11]2[C:6](=[CH:7][CH:8]=[CH:9][CH:10]=2)[N:5]=[C:4]([CH2:12][F:13])[N:3]=1.[CH3:14][O:15][C:16]1[CH:21]=[CH:20][C:19]([NH:22][CH3:23])=[CH:18][CH:17]=1.Cl.C([O-])(O)=O.[Na+], predict the reaction product. (2) Given the reactants [NH:1]([C:3]1[CH:8]=[CH:7][N:6]=[C:5]2[N:9]([CH2:12][O:13][CH2:14][CH2:15][Si:16]([CH3:19])([CH3:18])[CH3:17])[CH:10]=[CH:11][C:4]=12)[NH2:2].[O:20]1[C:24]2[CH:25]=[CH:26][CH:27]=[CH:28][C:23]=2[N:22]=[C:21]1[CH:29]([CH:32]=O)[CH:30]=O.C1(C)C=CC=CC=1, predict the reaction product. The product is: [CH3:17][Si:16]([CH3:19])([CH3:18])[CH2:15][CH2:14][O:13][CH2:12][N:9]1[C:5]2=[N:6][CH:7]=[CH:8][C:3]([N:1]3[CH:30]=[C:29]([C:21]4[O:20][C:24]5[CH:25]=[CH:26][CH:27]=[CH:28][C:23]=5[N:22]=4)[CH:32]=[N:2]3)=[C:4]2[CH:11]=[CH:10]1. (3) Given the reactants Br[C:2]1[CH:3]=[C:4]([CH:13]=[CH:14][CH:15]=1)[C:5]([C:7]1[CH:12]=[CH:11][CH:10]=[CH:9][CH:8]=1)=[O:6].C(N(CC)CC)C.C1(C)C=CC=CC=1.[C:30]([O:34][CH3:35])(=[O:33])[CH:31]=[CH2:32], predict the reaction product. The product is: [C:5]([C:4]1[CH:3]=[C:2]([CH:15]=[CH:14][CH:13]=1)[CH:32]=[CH:31][C:30]([O:34][CH3:35])=[O:33])(=[O:6])[C:7]1[CH:8]=[CH:9][CH:10]=[CH:11][CH:12]=1. (4) Given the reactants CC1(C)[O:7][CH2:6][CH:5]([N:8]2[CH2:17][CH2:16][C:15]3[C:10](=[CH:11][CH:12]=[C:13]([C:18]4[N:22]=[C:21]([C:23]5[CH:24]=[C:25]([C:33]#[N:34])[C:26]([O:29][CH:30]([CH3:32])[CH3:31])=[N:27][CH:28]=5)[O:20][N:19]=4)[CH:14]=3)[CH2:9]2)[CH2:4][O:3]1.[ClH:36].C(=O)([O-])O.[Na+], predict the reaction product. The product is: [ClH:36].[OH:7][CH2:6][CH:5]([N:8]1[CH2:17][CH2:16][C:15]2[C:10](=[CH:11][CH:12]=[C:13]([C:18]3[N:22]=[C:21]([C:23]4[CH:24]=[C:25]([C:33]#[N:34])[C:26]([O:29][CH:30]([CH3:31])[CH3:32])=[N:27][CH:28]=4)[O:20][N:19]=3)[CH:14]=2)[CH2:9]1)[CH2:4][OH:3]. (5) Given the reactants Cl.[CH3:2][O:3][C:4]1[C:17]([O:18][CH3:19])=[CH:16][CH:15]=[CH:14][C:5]=1[C:6]([CH:8]1[CH2:13][CH2:12][NH:11][CH2:10][CH2:9]1)=[O:7].[OH-].[Na+].C(O)C.[C:25](O[C:25]([O:27][C:28]([CH3:31])([CH3:30])[CH3:29])=[O:26])([O:27][C:28]([CH3:31])([CH3:30])[CH3:29])=[O:26], predict the reaction product. The product is: [CH3:2][O:3][C:4]1[C:17]([O:18][CH3:19])=[CH:16][CH:15]=[CH:14][C:5]=1[C:6]([CH:8]1[CH2:9][CH2:10][N:11]([C:25]([O:27][C:28]([CH3:31])([CH3:30])[CH3:29])=[O:26])[CH2:12][CH2:13]1)=[O:7]. (6) Given the reactants C([O:4][CH2:5][C:6]([N:8]1[CH2:13][CH2:12][CH:11]([CH:14]2[O:18][N:17]=[C:16]([C:19]3[CH:24]=[C:23]([C:25](=[O:37])[NH:26][CH2:27][C:28]4[CH:33]=[CH:32][C:31]([F:34])=[C:30]([O:35][CH3:36])[CH:29]=4)[N:22]=[C:21]([CH3:38])[N:20]=3)[CH2:15]2)[CH2:10][CH2:9]1)=[O:7])(=O)C.[OH-].[Na+], predict the reaction product. The product is: [F:34][C:31]1[CH:32]=[CH:33][C:28]([CH2:27][NH:26][C:25]([C:23]2[CH:24]=[C:19]([C:16]3[CH2:15][CH:14]([CH:11]4[CH2:10][CH2:9][N:8]([C:6](=[O:7])[CH2:5][OH:4])[CH2:13][CH2:12]4)[O:18][N:17]=3)[N:20]=[C:21]([CH3:38])[N:22]=2)=[O:37])=[CH:29][C:30]=1[O:35][CH3:36].